From a dataset of Catalyst prediction with 721,799 reactions and 888 catalyst types from USPTO. Predict which catalyst facilitates the given reaction. (1) Reactant: [CH3:1][O:2][C:3]1[N:8]=[CH:7][C:6]([C:9]2[CH:10]=[N:11][NH:12][C:13]=2[NH2:14])=[CH:5][CH:4]=1.O=[C:16]([C:22]1[CH:27]=[CH:26][CH:25]=[CH:24][CH:23]=1)[CH2:17][C:18](OC)=[O:19]. Product: [CH3:1][O:2][C:3]1[N:8]=[CH:7][C:6]([C:9]2[CH:10]=[N:11][N:12]3[C:18](=[O:19])[CH:17]=[C:16]([C:22]4[CH:27]=[CH:26][CH:25]=[CH:24][CH:23]=4)[NH:14][C:13]=23)=[CH:5][CH:4]=1. The catalyst class is: 15. (2) Reactant: [O:1]=[C:2]1[N:8]([CH:9]2[CH2:14][CH2:13][N:12]([C:15]([O:17][C@@H:18]([C:29](O)=[O:30])[CH2:19][C:20]3[CH:25]=[C:24]([CH3:26])[C:23]([OH:27])=[C:22]([CH3:28])[CH:21]=3)=[O:16])[CH2:11][CH2:10]2)[CH2:7][CH2:6][C:5]2[CH:32]=[CH:33][CH:34]=[CH:35][C:4]=2[NH:3]1.CN(C(ON1N=NC2C=CC=CC1=2)=[N+](C)C)C.[B-](F)(F)(F)F.C(N(CC)CC)C.[O:65]1[CH2:70][CH2:69][CH:68]([N:71]2[CH2:76][CH2:75][NH:74][CH2:73][CH2:72]2)[CH2:67][CH2:66]1. Product: [O:1]=[C:2]1[N:8]([CH:9]2[CH2:14][CH2:13][N:12]([C:15]([O:17][C@H:18]([CH2:19][C:20]3[CH:25]=[C:24]([CH3:26])[C:23]([OH:27])=[C:22]([CH3:28])[CH:21]=3)[C:29](=[O:30])[N:74]3[CH2:73][CH2:72][N:71]([CH:68]4[CH2:69][CH2:70][O:65][CH2:66][CH2:67]4)[CH2:76][CH2:75]3)=[O:16])[CH2:11][CH2:10]2)[CH2:7][CH2:6][C:5]2[CH:32]=[CH:33][CH:34]=[CH:35][C:4]=2[NH:3]1. The catalyst class is: 3.